Dataset: Reaction yield outcomes from USPTO patents with 853,638 reactions. Task: Predict the reaction yield, written as a fraction of the theoretical maximum amount of product (1.0 means a 100% yield; for example, 0.34 means a 34% yield). (1) The reactants are [CH3:1][O:2][CH2:3][O:4][C:5]1[CH:10]=[CH:9][C:8](/[C:11](=[C:17](\[C:20]2[CH:25]=[CH:24][CH:23]=[CH:22][CH:21]=2)/[CH2:18][CH3:19])/[C:12]([O:14]CC)=[O:13])=[CH:7][CH:6]=1.[OH-].[Na+].Cl. The catalyst is CO. The product is [CH3:1][O:2][CH2:3][O:4][C:5]1[CH:6]=[CH:7][C:8](/[C:11](=[C:17](\[C:20]2[CH:21]=[CH:22][CH:23]=[CH:24][CH:25]=2)/[CH2:18][CH3:19])/[C:12]([OH:14])=[O:13])=[CH:9][CH:10]=1. The yield is 0.880. (2) The reactants are [O:1]1[CH2:5][CH:4]([OH:6])[CH:3]([OH:7])[CH2:2]1.C(N(CC)CC)C.[CH3:15][S:16](Cl)(=[O:18])=[O:17]. The catalyst is ClCCl. The product is [CH3:15][S:16]([O:7][CH:3]1[CH:4]([O:6][S:16]([CH3:15])(=[O:18])=[O:17])[CH2:5][O:1][CH2:2]1)(=[O:18])=[O:17]. The yield is 0.720. (3) The reactants are [CH3:1][C:2]1([CH3:39])[CH2:7][CH2:6][C:5]([C:8]2[CH:13]=[C:12]([CH2:14][CH2:15][S:16](=[O:20])(=[O:19])[NH:17][CH3:18])[CH:11]=[CH:10][C:9]=2[NH:21][C:22]([C:24]2[N:25](COCC[Si](C)(C)C)[CH:26]=[C:27]([C:29]#[N:30])[N:28]=2)=[O:23])=[CH:4][CH2:3]1.CO.C(O)(C(F)(F)F)=O. The catalyst is C(Cl)Cl. The product is [CH3:1][C:2]1([CH3:39])[CH2:7][CH2:6][C:5]([C:8]2[CH:13]=[C:12]([CH2:14][CH2:15][S:16](=[O:20])(=[O:19])[NH:17][CH3:18])[CH:11]=[CH:10][C:9]=2[NH:21][C:22]([C:24]2[NH:25][CH:26]=[C:27]([C:29]#[N:30])[N:28]=2)=[O:23])=[CH:4][CH2:3]1. The yield is 0.260. (4) The reactants are Cl[CH2:2][CH2:3][CH2:4][N:5]1[C:14]2[C:9](=[CH:10][CH:11]=[CH:12][CH:13]=2)[CH2:8][CH2:7][C:6]1=[O:15].[CH2:16]([O:19][CH:20]1[CH2:25][CH2:24][NH:23][CH2:22][CH2:21]1)[CH2:17][CH3:18].C(=O)([O-])[O-].[K+].[K+].[I-].[Na+]. The catalyst is CC#N. The product is [CH2:16]([O:19][CH:20]1[CH2:25][CH2:24][N:23]([CH2:2][CH2:3][CH2:4][N:5]2[C:14]3[C:9](=[CH:10][CH:11]=[CH:12][CH:13]=3)[CH2:8][CH2:7][C:6]2=[O:15])[CH2:22][CH2:21]1)[CH2:17][CH3:18]. The yield is 0.0300. (5) The reactants are [Br:1][C:2]1[CH:3]=[C:4]2[C:8](=[CH:9][CH:10]=1)[NH:7][N:6]=[C:5]2[CH:11]1[CH2:14][CH2:13][CH2:12]1.[H-].[Na+].I[CH2:18][CH3:19]. The catalyst is CN(C=O)C. The product is [Br:1][C:2]1[CH:3]=[C:4]2[C:8](=[CH:9][CH:10]=1)[N:7]([CH2:18][CH3:19])[N:6]=[C:5]2[CH:11]1[CH2:14][CH2:13][CH2:12]1. The yield is 0.680. (6) The reactants are [CH3:1][O:2][C:3](=[O:17])[C@@H:4]1[CH2:8][C@@H:7]([OH:9])[CH2:6][N:5]1[C:10]([O:12][C:13]([CH3:16])([CH3:15])[CH3:14])=[O:11].[Cl:18][C:19]1[C:20]([O:39][CH3:40])=[CH:21][CH:22]=[C:23]2[C:28]=1[N:27]=[C:26]([N:29]1[CH:33]=[CH:32][C:31]([C:34]([F:37])([F:36])[F:35])=[N:30]1)[CH:25]=[C:24]2O.C(OC(C(CCC=CCCCCCCCCCC)CCC)=O)C. No catalyst specified. The product is [Cl:18][C:19]1[C:20]([O:39][CH3:40])=[CH:21][CH:22]=[C:23]2[C:28]=1[N:27]=[C:26]([N:29]1[CH:33]=[CH:32][C:31]([C:34]([F:37])([F:35])[F:36])=[N:30]1)[CH:25]=[C:24]2[O:9][C@@H:7]1[CH2:6][N:5]([C:10]([O:12][C:13]([CH3:14])([CH3:16])[CH3:15])=[O:11])[C@H:4]([C:3]([O:2][CH3:1])=[O:17])[CH2:8]1. The yield is 0.900. (7) The reactants are N#N.[Cl:3][C:4]1[CH:17]=[CH:16][C:7]2[N:8]([CH3:15])[C:9](=[O:14])[CH2:10][NH:11][C:12](=O)[C:6]=2[CH:5]=1.O=P(Cl)(Cl)[Cl:20]. The catalyst is C1(C)C=CC=CC=1. The product is [Cl:20][C:12]1[C:6]2[CH:5]=[C:4]([Cl:3])[CH:17]=[CH:16][C:7]=2[N:8]([CH3:15])[C:9](=[O:14])[CH2:10][N:11]=1. The yield is 0.875.